Dataset: Catalyst prediction with 721,799 reactions and 888 catalyst types from USPTO. Task: Predict which catalyst facilitates the given reaction. (1) Reactant: C[O:2][C:3]([C:5]1[C:6]([C:11]2[CH:16]=[CH:15][C:14]([O:17][C:18]([F:21])([F:20])[F:19])=[CH:13][CH:12]=2)=[N:7][O:8][C:9]=1[CH3:10])=[O:4].[OH-].[Na+]. The catalyst class is: 5. Product: [CH3:10][C:9]1[O:8][N:7]=[C:6]([C:11]2[CH:16]=[CH:15][C:14]([O:17][C:18]([F:21])([F:19])[F:20])=[CH:13][CH:12]=2)[C:5]=1[C:3]([OH:4])=[O:2]. (2) Reactant: C(OC([N:8]1[CH2:12][CH2:11][CH2:10][C@H:9]1[CH2:13][N:14]1[C:18]2[N:19]=[CH:20][N:21]=[C:22]([NH2:23])[C:17]=2[C:16]([C:24]2[CH:29]=[CH:28][C:27]([O:30][C:31]3[CH:36]=[CH:35][CH:34]=[CH:33][CH:32]=3)=[CH:26][CH:25]=2)=[CH:15]1)=O)(C)(C)C.C(O)(C(F)(F)F)=O. Product: [O:30]([C:27]1[CH:26]=[CH:25][C:24]([C:16]2[C:17]3[C:22]([NH2:23])=[N:21][CH:20]=[N:19][C:18]=3[N:14]([CH2:13][C@@H:9]3[CH2:10][CH2:11][CH2:12][NH:8]3)[CH:15]=2)=[CH:29][CH:28]=1)[C:31]1[CH:36]=[CH:35][CH:34]=[CH:33][CH:32]=1. The catalyst class is: 2.